Task: Predict the product of the given reaction.. Dataset: Forward reaction prediction with 1.9M reactions from USPTO patents (1976-2016) (1) Given the reactants [C:1](=[O:17])([O-])[O:2][C:3]1[CH:8]=CC([N+]([O-])=O)=C[C:4]=1C(C)(C)C.[CH2:18]([NH2:21])[CH2:19][NH2:20].[CH3:22]N(C=O)C, predict the reaction product. The product is: [C:1]([NH:20][CH2:19][CH2:18][NH2:21])([O:2][C:3]([CH3:4])([CH3:8])[CH3:22])=[O:17]. (2) Given the reactants [Br:1][C:2]1[CH:3]=[C:4]([NH:8][C@H:9]([C:12]2[CH:17]=[CH:16][CH:15]=[CH:14][CH:13]=2)[CH2:10][NH2:11])[CH:5]=[N:6][CH:7]=1.C(N(CC)C(C)C)(C)C.[CH3:27][CH:28]([CH3:32])[C:29](Cl)=[O:30], predict the reaction product. The product is: [Br:1][C:2]1[CH:3]=[C:4]([NH:8][C@H:9]([C:12]2[CH:17]=[CH:16][CH:15]=[CH:14][CH:13]=2)[CH2:10][NH:11][C:29](=[O:30])[CH:28]([CH3:32])[CH3:27])[CH:5]=[N:6][CH:7]=1. (3) The product is: [OH:13][CH:8]1[C:4]2[CH:5]=[N:6][CH:7]=[C:2]([C:19]3[CH:20]=[CH:21][C:16]([C:14]#[N:15])=[CH:17][CH:18]=3)[C:3]=2[CH2:10][C:9]1([CH3:12])[CH3:11]. Given the reactants Br[C:2]1[C:3]2[CH2:10][C:9]([CH3:12])([CH3:11])[CH:8]([OH:13])[C:4]=2[CH:5]=[N:6][CH:7]=1.[C:14]([C:16]1[CH:21]=[CH:20][C:19](B(O)O)=[CH:18][CH:17]=1)#[N:15], predict the reaction product. (4) Given the reactants [C:1]1([N:7]2[C:16]3[C:11](=[CH:12][CH:13]=[CH:14][CH:15]=3)[CH2:10][CH2:9][C:8]2=[O:17])[CH:6]=[CH:5][CH:4]=[CH:3][CH:2]=1.[Cl:18][CH2:19][CH2:20]CC1CC2C(=CC=CC=2)N(C2C=CC=CC=2)C1=O.BrCCCl, predict the reaction product. The product is: [Cl:18][CH2:19][CH2:20][CH:9]1[CH2:10][C:11]2[C:16](=[CH:15][CH:14]=[CH:13][CH:12]=2)[N:7]([C:1]2[CH:2]=[CH:3][CH:4]=[CH:5][CH:6]=2)[C:8]1=[O:17]. (5) Given the reactants [CH:1]([Mg]Br)=[CH2:2].[CH3:5][C:6]1([CH3:12])[CH2:10][CH2:9][C:8](=[O:11])[CH2:7]1, predict the reaction product. The product is: [CH3:5][C:6]1([CH3:12])[CH2:10][CH2:9][C:8]([CH:1]=[CH2:2])([OH:11])[CH2:7]1. (6) Given the reactants [NH2:1][CH2:2][CH2:3][O:4][C:5]1[CH:22]=[C:21]([Cl:23])[C:20]([C:24]2[CH:25]=[N:26][C:27]([C:32]([F:35])([F:34])[F:33])=[CH:28][C:29]=2[C:30]#[N:31])=[CH:19][C:6]=1[C:7]([N:9]([C:11]1[CH:16]=[CH:15][CH:14]=[CH:13][C:12]=1[O:17][CH3:18])[CH3:10])=[O:8].[CH3:36][S:37](Cl)(=[O:39])=[O:38].CCN(C(C)C)C(C)C, predict the reaction product. The product is: [Cl:23][C:21]1[C:20]([C:24]2[CH:25]=[N:26][C:27]([C:32]([F:35])([F:34])[F:33])=[CH:28][C:29]=2[C:30]#[N:31])=[CH:19][C:6]([C:7]([N:9]([C:11]2[CH:16]=[CH:15][CH:14]=[CH:13][C:12]=2[O:17][CH3:18])[CH3:10])=[O:8])=[C:5]([O:4][CH2:3][CH2:2][NH:1][S:37]([CH3:36])(=[O:39])=[O:38])[CH:22]=1. (7) The product is: [OH:12][C:13]1[CH:18]=[CH:17][C:16]([N:19]([CH3:20])[C:2](=[O:3])[O:4][CH2:5][CH:6]=[CH2:7])=[CH:15][CH:14]=1. Given the reactants Cl[C:2]([O:4][CH2:5][CH:6]=[CH2:7])=[O:3].S([O:12][C:13]1[CH:18]=[CH:17][C:16]([NH:19][CH3:20])=[CH:15][CH:14]=1)(O)(=O)=O.C(N(CC)CC)C.C(=O)([O-])O.[Na+].C(=O)([O-])[O-].[K+].[K+], predict the reaction product.